The task is: Predict which catalyst facilitates the given reaction.. This data is from Catalyst prediction with 721,799 reactions and 888 catalyst types from USPTO. (1) Reactant: [F:1][C:2]([F:15])([F:14])[C:3]1[CH:4]=[CH:5][C:6]([N:9]2[CH2:12][CH:11]([NH2:13])[CH2:10]2)=[N:7][CH:8]=1.[Br:16][C:17]1[CH:22]=[CH:21][CH:20]=[CH:19][C:18]=1[N:23]=[C:24]=[O:25]. Product: [Br:16][C:17]1[CH:22]=[CH:21][CH:20]=[CH:19][C:18]=1[NH:23][C:24]([NH:13][CH:11]1[CH2:10][N:9]([C:6]2[CH:5]=[CH:4][C:3]([C:2]([F:1])([F:14])[F:15])=[CH:8][N:7]=2)[CH2:12]1)=[O:25]. The catalyst class is: 4. (2) Product: [CH3:11][C:3]1[CH:4]=[CH:5][CH:6]=[C:7]([N+:8]([O-:10])=[O:9])[C:2]=1[NH:15][CH2:12][CH2:13][CH3:14]. The catalyst class is: 88. Reactant: Cl[C:2]1[C:7]([N+:8]([O-:10])=[O:9])=[CH:6][CH:5]=[CH:4][C:3]=1[CH3:11].[CH2:12]([NH2:15])[CH2:13][CH3:14]. (3) Reactant: [C:1]([C:3]1[CH:4]=[C:5]([CH:9]=[CH:10][C:11]=1[O:12][CH:13]([CH3:15])[CH3:14])[C:6]([OH:8])=O)#[N:2].C1C=CC2N(O)N=NC=2C=1.C(Cl)CCl.O[NH:31][C:32]([C:34]1[CH:35]=[CH:36][C:37]2[O:41][CH:40]=[CH:39][C:38]=2[CH:42]=1)=[NH:33]. Product: [O:41]1[C:37]2[CH:36]=[CH:35][C:34]([C:32]3[N:31]=[C:6]([C:5]4[CH:9]=[CH:10][C:11]([O:12][CH:13]([CH3:15])[CH3:14])=[C:3]([CH:4]=4)[C:1]#[N:2])[O:8][N:33]=3)=[CH:42][C:38]=2[CH:39]=[CH:40]1. The catalyst class is: 634. (4) Reactant: Br[C:2]1[CH:7]=[CH:6][C:5]([C:8]2[N:9]=[C:10]([NH:13][C:14]3[CH:19]=[CH:18][CH:17]=[C:16]([CH3:20])[N:15]=3)[S:11][CH:12]=2)=[CH:4][CH:3]=1.[B:21]1([B:21]2[O:25][C:24]([CH3:27])([CH3:26])[C:23]([CH3:29])([CH3:28])[O:22]2)[O:25][C:24]([CH3:27])([CH3:26])[C:23]([CH3:29])([CH3:28])[O:22]1.C(O[K])(C)=O. Product: [CH3:20][C:16]1[N:15]=[C:14]([NH:13][C:10]2[S:11][CH:12]=[C:8]([C:5]3[CH:6]=[CH:7][C:2]([B:21]4[O:25][C:24]([CH3:27])([CH3:26])[C:23]([CH3:29])([CH3:28])[O:22]4)=[CH:3][CH:4]=3)[N:9]=2)[CH:19]=[CH:18][CH:17]=1. The catalyst class is: 75. (5) Reactant: [CH:1]1([CH2:4][O:5][C:6]2[CH:7]=[CH:8][C:9]3[C:13]([CH:14]=2)=[N:12][N:11]([C:15]2[CH:20]=[CH:19][C:18]([O:21][Si:22]([CH:29]([CH3:31])[CH3:30])([CH:26]([CH3:28])[CH3:27])[CH:23]([CH3:25])[CH3:24])=[CH:17][CH:16]=2)[CH:10]=3)[CH2:3][CH2:2]1.C([N-]C(C)C)(C)C.[Li+].[I:40]I.S([O-])([O-])(=O)=S.[Na+].[Na+]. Product: [CH:1]1([CH2:4][O:5][C:6]2[CH:7]=[CH:8][C:9]3[C:13]([CH:14]=2)=[N:12][N:11]([C:15]2[CH:20]=[CH:19][C:18]([O:21][Si:22]([CH:26]([CH3:28])[CH3:27])([CH:23]([CH3:25])[CH3:24])[CH:29]([CH3:31])[CH3:30])=[CH:17][CH:16]=2)[C:10]=3[I:40])[CH2:2][CH2:3]1. The catalyst class is: 1.